This data is from Reaction yield outcomes from USPTO patents with 853,638 reactions. The task is: Predict the reaction yield, written as a fraction of the theoretical maximum amount of product (1.0 means a 100% yield; for example, 0.34 means a 34% yield). (1) The reactants are [F:1][C:2]1[CH:7]=[CH:6][CH:5]=[C:4]([F:8])[C:3]=1[N:9]1[C:14]2[N:15]=[C:16]([N:29]3[CH2:34][CH2:33][CH:32]([N:35]4[CH2:40][CH2:39][CH:38]([CH3:41])[CH2:37][CH2:36]4)[CH2:31][CH2:30]3)[N:17]=[C:18]([C:19]3[CH:20]=[C:21]([CH:25]=[CH:26][C:27]=3[CH3:28])[C:22](O)=[O:23])[C:13]=2[CH:12]=[CH:11][C:10]1=[O:42].CN(C(ON1N=[N:58][C:53]2[CH:54]=[CH:55][CH:56]=CC1=2)=[N+](C)C)C.F[P-](F)(F)(F)(F)F.C(N(CC)CC)C.C1(N)CCC1. The catalyst is CN(C=O)C. The product is [CH:53]1([NH:58][C:22](=[O:23])[C:21]2[CH:25]=[CH:26][C:27]([CH3:28])=[C:19]([C:18]3[C:13]4[CH:12]=[CH:11][C:10](=[O:42])[N:9]([C:3]5[C:2]([F:1])=[CH:7][CH:6]=[CH:5][C:4]=5[F:8])[C:14]=4[N:15]=[C:16]([N:29]4[CH2:34][CH2:33][CH:32]([N:35]5[CH2:40][CH2:39][CH:38]([CH3:41])[CH2:37][CH2:36]5)[CH2:31][CH2:30]4)[N:17]=3)[CH:20]=2)[CH2:54][CH2:55][CH2:56]1. The yield is 0.720. (2) The reactants are [CH3:1][CH:2]1[CH2:8][C:7]2[CH:9]=[C:10]3[O:15][CH2:14][O:13][C:11]3=[CH:12][C:6]=2[C:5]([C:16]2[CH:21]=[CH:20][C:19]([N+:22]([O-:24])=[O:23])=[CH:18][CH:17]=2)=[N:4][N:3]1[C:25](=[S:27])[NH2:26].Br[CH2:29][C:30](OC)=[O:31].CN(C)C=O. The catalyst is O. The product is [O:31]=[C:30]1[CH2:29][S:27][C:25]([N:3]2[CH:2]([CH3:1])[CH2:8][C:7]3[CH:9]=[C:10]4[O:15][CH2:14][O:13][C:11]4=[CH:12][C:6]=3[C:5]([C:16]3[CH:17]=[CH:18][C:19]([N+:22]([O-:24])=[O:23])=[CH:20][CH:21]=3)=[N:4]2)=[N:26]1. The yield is 0.910.